Predict the product of the given reaction. From a dataset of Forward reaction prediction with 1.9M reactions from USPTO patents (1976-2016). (1) Given the reactants [CH3:1][O:2][C:3]1[C:8]2[N:9]=[C:10]([NH2:12])[S:11][C:7]=2[C:6]([NH:13][CH3:14])=[CH:5][CH:4]=1.C(=O)([O-])[O-].[K+].[K+].[CH3:21][O:22][C:23]1[CH:30]=[CH:29][C:26]([CH2:27]Cl)=[CH:25][CH:24]=1.[Br:31][C:32]1[CH:33]=[C:34]([CH:38]=[CH:39][N:40]=1)[C:35](O)=[O:36].CN(C(ON1N=NC2C=CC=NC1=2)=[N+](C)C)C.F[P-](F)(F)(F)(F)F.C(N(C(C)C)C(C)C)C, predict the reaction product. The product is: [Br:31][C:32]1[CH:33]=[C:34]([CH:38]=[CH:39][N:40]=1)[C:35]([NH:12][C:10]1[S:11][C:7]2[C:6]([N:13]([CH2:27][C:26]3[CH:29]=[CH:30][C:23]([O:22][CH3:21])=[CH:24][CH:25]=3)[CH3:14])=[CH:5][CH:4]=[C:3]([O:2][CH3:1])[C:8]=2[N:9]=1)=[O:36]. (2) Given the reactants [OH:1][C:2]1[C:9]([CH3:10])=[C:8]([OH:11])[CH:7]=[CH:6][C:3]=1[CH:4]=O.[BH3-]C#N.[Na+].Cl.O, predict the reaction product. The product is: [CH3:10][C:9]1[C:2]([OH:1])=[C:3]([CH3:4])[CH:6]=[CH:7][C:8]=1[OH:11]. (3) Given the reactants [CH:1]1([C:4](=O)[CH2:5][C:6]#[N:7])[CH2:3][CH2:2]1.Cl.Cl.[NH:11]([CH2:13][CH2:14][N:15]([CH3:17])[CH3:16])[NH2:12], predict the reaction product. The product is: [CH:1]1([C:4]2[CH:5]=[C:6]([NH2:7])[N:11]([CH2:13][CH2:14][N:15]([CH3:17])[CH3:16])[N:12]=2)[CH2:3][CH2:2]1. (4) Given the reactants [Cl:1][C:2]1[C:3]([C:8]([OH:10])=O)=[N:4][CH:5]=[CH:6][CH:7]=1.Cl.C(N=C=NCCCN(C)C)C.ON1C2C=CC=CC=2N=N1.[NH2:33][CH:34]([C:41]1[CH:46]=[CH:45][CH:44]=[C:43]([Br:47])[CH:42]=1)[C:35]1([OH:40])[CH2:39][CH2:38][CH2:37][CH2:36]1, predict the reaction product. The product is: [Br:47][C:43]1[CH:42]=[C:41]([CH:34]([C:35]2([OH:40])[CH2:39][CH2:38][CH2:37][CH2:36]2)[NH:33][C:8]([C:3]2[C:2]([Cl:1])=[CH:7][CH:6]=[CH:5][N:4]=2)=[O:10])[CH:46]=[CH:45][CH:44]=1. (5) Given the reactants [C:1](/[C:3](=[N:10]\[O:11][CH2:12][C:13]1[N:18]=[C:17]([NH:19][C:20](=[O:26])OC(C)(C)C)[CH:16]=[CH:15][CH:14]=1)/[C:4]1[CH:9]=[CH:8][CH:7]=[CH:6][CH:5]=1)#[N:2].C(=O)([O-])[O-].[K+].[K+].F[C:34](F)(F)C(O)=O.[CH2:40]([NH:42][OH:43])[CH3:41].[CH3:44][CH:45]([OH:47])[CH3:46].O, predict the reaction product. The product is: [OH:43][N:42]([CH2:40][CH3:41])[C:1](=[NH:2])/[C:3](=[N:10]\[O:11][CH2:12][C:13]1[N:18]=[C:17]([NH:19][C:20](=[O:26])[O:47][C:45]([CH3:34])([CH3:46])[CH3:44])[CH:16]=[CH:15][CH:14]=1)/[C:4]1[CH:5]=[CH:6][CH:7]=[CH:8][CH:9]=1. (6) Given the reactants Br[C:2]1[CH:3]=[N:4][C:5]2[C:10]([CH:11]=1)=[CH:9][CH:8]=[C:7]([Cl:12])[CH:6]=2.[C:13]([Cu])#[N:14].CN(C=O)C, predict the reaction product. The product is: [Cl:12][C:7]1[CH:6]=[C:5]2[C:10]([CH:11]=[C:2]([C:13]#[N:14])[CH:3]=[N:4]2)=[CH:9][CH:8]=1. (7) Given the reactants C[Si](C)(C)N[Si](C)(C)C.[Li].[C:11]([O:14][C:15]([CH3:18])([CH3:17])[CH3:16])(=[O:13])[CH3:12].[Cl:19][C:20]1[N:25]=[C:24]([NH:26][C:27](=[O:32])[C:28]([CH3:31])([CH3:30])[CH3:29])[C:23]([CH:33]=[O:34])=[CH:22][CH:21]=1.O, predict the reaction product. The product is: [C:15]([O:14][C:11](=[O:13])[CH2:12][CH:33]([C:23]1[C:24]([NH:26][C:27](=[O:32])[C:28]([CH3:30])([CH3:29])[CH3:31])=[N:25][C:20]([Cl:19])=[CH:21][CH:22]=1)[OH:34])([CH3:18])([CH3:17])[CH3:16]. (8) Given the reactants [F:1][C:2]([F:12])([F:11])[C:3]1[N:8]=[CH:7][C:6]([CH2:9][OH:10])=[CH:5][CH:4]=1.B.C1COCC1.FC(F)(F)C1C=CC(C(O)=O)=CN=1, predict the reaction product. The product is: [F:11][C:2]([F:1])([F:12])[C:3]1[N:8]=[CH:7][C:6]([CH2:9][OH:10])=[CH:5][CH:4]=1. (9) The product is: [NH2:1][C:2]1[N:3]=[CH:4][C:5]([O:8][C:16]2[CH:21]=[CH:20][N:19]=[C:18]([C:22]([NH:24][CH:25]3[CH2:26][CH2:27]3)=[O:23])[CH:17]=2)=[CH:6][CH:7]=1. Given the reactants [NH2:1][C:2]1[CH:7]=[CH:6][C:5]([OH:8])=[CH:4][N:3]=1.CC(C)([O-])C.[K+].Cl[C:16]1[CH:21]=[CH:20][N:19]=[C:18]([C:22]([NH:24][CH:25]2[CH2:27][CH2:26]2)=[O:23])[CH:17]=1, predict the reaction product.